This data is from NCI-60 drug combinations with 297,098 pairs across 59 cell lines. The task is: Regression. Given two drug SMILES strings and cell line genomic features, predict the synergy score measuring deviation from expected non-interaction effect. (1) Drug 1: C1CNP(=O)(OC1)N(CCCl)CCCl. Drug 2: C(CN)CNCCSP(=O)(O)O. Cell line: SF-268. Synergy scores: CSS=26.7, Synergy_ZIP=4.96, Synergy_Bliss=8.21, Synergy_Loewe=-4.86, Synergy_HSA=6.32. (2) Drug 1: CCCCCOC(=O)NC1=NC(=O)N(C=C1F)C2C(C(C(O2)C)O)O. Drug 2: C1=NC2=C(N=C(N=C2N1C3C(C(C(O3)CO)O)F)Cl)N. Cell line: RPMI-8226. Synergy scores: CSS=-5.21, Synergy_ZIP=1.80, Synergy_Bliss=0.406, Synergy_Loewe=-6.39, Synergy_HSA=-6.43. (3) Drug 1: CCN(CC)CCCC(C)NC1=C2C=C(C=CC2=NC3=C1C=CC(=C3)Cl)OC. Drug 2: CC(C)CN1C=NC2=C1C3=CC=CC=C3N=C2N. Cell line: NCIH23. Synergy scores: CSS=5.65, Synergy_ZIP=-1.68, Synergy_Bliss=-0.0221, Synergy_Loewe=-2.88, Synergy_HSA=-3.23. (4) Drug 1: CN1C(=O)N2C=NC(=C2N=N1)C(=O)N. Drug 2: CC1=C(C(=CC=C1)Cl)NC(=O)C2=CN=C(S2)NC3=CC(=NC(=N3)C)N4CCN(CC4)CCO. Cell line: SF-539. Synergy scores: CSS=8.27, Synergy_ZIP=-5.86, Synergy_Bliss=-14.5, Synergy_Loewe=-9.10, Synergy_HSA=-13.8. (5) Drug 1: CC1C(C(=O)NC(C(=O)N2CCCC2C(=O)N(CC(=O)N(C(C(=O)O1)C(C)C)C)C)C(C)C)NC(=O)C3=C4C(=C(C=C3)C)OC5=C(C(=O)C(=C(C5=N4)C(=O)NC6C(OC(=O)C(N(C(=O)CN(C(=O)C7CCCN7C(=O)C(NC6=O)C(C)C)C)C)C(C)C)C)N)C. Drug 2: CN(CCCl)CCCl.Cl. Cell line: SNB-19. Synergy scores: CSS=35.6, Synergy_ZIP=-5.55, Synergy_Bliss=-5.59, Synergy_Loewe=-17.8, Synergy_HSA=-1.77. (6) Drug 1: C1=CC=C(C=C1)NC(=O)CCCCCCC(=O)NO. Drug 2: CN(CCCl)CCCl.Cl. Cell line: MDA-MB-435. Synergy scores: CSS=6.57, Synergy_ZIP=-1.45, Synergy_Bliss=0.359, Synergy_Loewe=-1.68, Synergy_HSA=-1.64.